Dataset: Forward reaction prediction with 1.9M reactions from USPTO patents (1976-2016). Task: Predict the product of the given reaction. (1) The product is: [CH3:9][O:8][C:6]1[N:5]=[C:4]([S:10][CH3:11])[N:3]=[C:2]([NH:25][C@@H:21]2[CH2:22][CH2:23][CH2:24][N:19]([C:12]([O:14][C:15]([CH3:18])([CH3:17])[CH3:16])=[O:13])[CH2:20]2)[CH:7]=1. Given the reactants Cl[C:2]1[CH:7]=[C:6]([O:8][CH3:9])[N:5]=[C:4]([S:10][CH3:11])[N:3]=1.[C:12]([N:19]1[CH2:24][CH2:23][CH2:22][C@@H:21]([NH2:25])[CH2:20]1)([O:14][C:15]([CH3:18])([CH3:17])[CH3:16])=[O:13], predict the reaction product. (2) Given the reactants [Cl:1][C:2]1[CH:7]=[CH:6][C:5]([C:8]2[CH:13]=[CH:12][CH:11]=[C:10]([C:14](OC)=[O:15])[C:9]=2[O:18][CH3:19])=[CH:4][CH:3]=1.[H-].[H-].[H-].[H-].[Li+].[Al+3].[NH4+].[Cl-], predict the reaction product. The product is: [Cl:1][C:2]1[CH:3]=[CH:4][C:5]([C:8]2[CH:13]=[CH:12][CH:11]=[C:10]([CH2:14][OH:15])[C:9]=2[O:18][CH3:19])=[CH:6][CH:7]=1. (3) Given the reactants [C:1]1([C:7]2[O:11][N:10]=[CH:9][C:8]=2[C:12]([OH:14])=O)[CH:6]=[CH:5][CH:4]=[CH:3][CH:2]=1.[NH:15]1[CH2:19][CH2:18][CH2:17][CH2:16]1, predict the reaction product. The product is: [C:1]1([C:7]2[O:11][N:10]=[CH:9][C:8]=2[C:12]([N:15]2[CH2:19][CH2:18][CH2:17][CH2:16]2)=[O:14])[CH:2]=[CH:3][CH:4]=[CH:5][CH:6]=1. (4) Given the reactants [NH2:1][C:2]1[C:11]2[CH:10]=[CH:9][CH:8]=[C:7](Br)[C:6]=2[N:5]=[C:4]2[CH2:13][N:14]([CH2:17][CH3:18])[C:15](=[O:16])[C:3]=12.[F:19][C:20]1[CH:21]=[CH:22][C:23]([O:29][CH3:30])=[C:24](B(O)O)[CH:25]=1, predict the reaction product. The product is: [NH2:1][C:2]1[C:11]2[CH:10]=[CH:9][CH:8]=[C:7]([C:22]3[CH:21]=[C:20]([F:19])[CH:25]=[CH:24][C:23]=3[O:29][CH3:30])[C:6]=2[N:5]=[C:4]2[CH2:13][N:14]([CH2:17][CH3:18])[C:15](=[O:16])[C:3]=12. (5) Given the reactants [F:1][C:2]1[CH:7]=[C:6]([F:8])[CH:5]=[CH:4][C:3]=1[C:9]1[CH:14]=[CH:13][C:12]([S:15]([NH:18][C:19]2[CH:24]=[CH:23][CH:22]=[C:21]([CH:25]3[CH2:27][O:26]3)[CH:20]=2)(=[O:17])=[O:16])=[CH:11][CH:10]=1.[CH3:28][NH:29][CH3:30], predict the reaction product. The product is: [CH3:28][N:29]([CH3:30])[CH:25]([C:21]1[CH:20]=[C:19]([NH:18][S:15]([C:12]2[CH:13]=[CH:14][C:9]([C:3]3[CH:4]=[CH:5][C:6]([F:8])=[CH:7][C:2]=3[F:1])=[CH:10][CH:11]=2)(=[O:17])=[O:16])[CH:24]=[CH:23][CH:22]=1)[CH2:27][OH:26]. (6) Given the reactants [CH2:1]([S:4]([N:7]1[CH2:10][C:9]([CH2:17][NH2:18])([C:11]2[CH:16]=[CH:15][CH:14]=[CH:13][N:12]=2)[CH2:8]1)(=[O:6])=[O:5])[CH2:2][CH3:3].CCN(C(C)C)C(C)C.[Cl:28][C:29]1[CH:37]=[C:36]([Cl:38])[CH:35]=[CH:34][C:30]=1[C:31](Cl)=[O:32], predict the reaction product. The product is: [Cl:28][C:29]1[CH:37]=[C:36]([Cl:38])[CH:35]=[CH:34][C:30]=1[C:31]([NH:18][CH2:17][C:9]1([C:11]2[CH:16]=[CH:15][CH:14]=[CH:13][N:12]=2)[CH2:10][N:7]([S:4]([CH2:1][CH2:2][CH3:3])(=[O:5])=[O:6])[CH2:8]1)=[O:32]. (7) The product is: [C:1]1([CH2:7][C:8]2[N:12]=[C:11]([S:13][CH2:24][CH2:25][OH:26])[O:10][N:9]=2)[CH:2]=[CH:3][CH:4]=[CH:5][CH:6]=1. Given the reactants [C:1]1([CH2:7][C:8]2[NH:9][O:10][C:11](=[S:13])[N:12]=2)[CH:6]=[CH:5][CH:4]=[CH:3][CH:2]=1.CCN(C(C)C)C(C)C.Br[CH2:24][CH2:25][OH:26], predict the reaction product. (8) The product is: [F:1][C:2]([F:49])([F:48])[C:3]1[CH:4]=[CH:5][C:6]([S:9]([C:12]2[CH:13]=[C:14]([CH:45]=[CH:46][CH:47]=2)[CH2:15][O:16][C:17]2[CH:22]=[CH:21][C:20]([C@@H:23]([C:40]3[CH:44]=[CH:43][O:42][N:41]=3)[CH2:24][C:59]([OH:58])=[O:50])=[CH:19][CH:18]=2)(=[O:10])=[O:11])=[CH:7][CH:8]=1. Given the reactants [F:1][C:2]([F:49])([F:48])[C:3]1[CH:8]=[CH:7][C:6]([S:9]([C:12]2[CH:13]=[C:14]([CH:45]=[CH:46][CH:47]=2)[CH2:15][O:16][C:17]2[CH:22]=[CH:21][C:20]([C@@H:23]([C:40]3[CH:44]=[CH:43][O:42][N:41]=3)[CH2:24]C(N3[C@@H](CC4C=CC=CC=4)COC3=O)=O)=[CH:19][CH:18]=2)(=[O:11])=[O:10])=[CH:5][CH:4]=1.[OH:50]O.[Li+].[OH-].Cl.C1[CH2:59][O:58]CC1, predict the reaction product. (9) Given the reactants [C:1]([O:5][C:6]([N:8]1[CH2:14][CH2:13][C:12]2[C:15]([S:20][CH2:21][C:22]3[CH:27]=[CH:26][C:25]([CH2:28]OS(C)(=O)=O)=[CH:24][CH:23]=3)=[C:16]([Cl:19])[CH:17]=[CH:18][C:11]=2[CH2:10][CH2:9]1)=[O:7])([CH3:4])([CH3:3])[CH3:2].[Br-:34].[Li+], predict the reaction product. The product is: [C:1]([O:5][C:6]([N:8]1[CH2:14][CH2:13][C:12]2[C:15]([S:20][CH2:21][C:22]3[CH:27]=[CH:26][C:25]([CH2:28][Br:34])=[CH:24][CH:23]=3)=[C:16]([Cl:19])[CH:17]=[CH:18][C:11]=2[CH2:10][CH2:9]1)=[O:7])([CH3:4])([CH3:3])[CH3:2]. (10) Given the reactants [N+:1]([C:4]1[C:5](O)=[N:6][CH:7]=[C:8]([C:10]([F:13])([F:12])[F:11])[CH:9]=1)([O-:3])=[O:2].O(Br)[Br:16].[P+5], predict the reaction product. The product is: [Br:16][C:5]1[C:4]([N+:1]([O-:3])=[O:2])=[CH:9][C:8]([C:10]([F:13])([F:12])[F:11])=[CH:7][N:6]=1.